This data is from Reaction yield outcomes from USPTO patents with 853,638 reactions. The task is: Predict the reaction yield, written as a fraction of the theoretical maximum amount of product (1.0 means a 100% yield; for example, 0.34 means a 34% yield). The yield is 0.990. The catalyst is O. The product is [Cl:11][C:12]1[CH:13]=[C:14]([CH2:34][CH:35]2[CH2:40][CH2:39][N:38]([CH2:7][C:6]3[CH:9]=[CH:10][C:3]([C:1]#[N:2])=[CH:4][CH:5]=3)[CH2:37][CH2:36]2)[CH:15]=[C:16]2[C:20]=1[C:19](=[O:21])[N:18]([CH2:22][C:23]1[CH:28]=[CH:27][C:26]([O:29][C:30]([F:32])([F:33])[F:31])=[CH:25][CH:24]=1)[CH2:17]2. The reactants are [C:1]([C:3]1[CH:10]=[CH:9][C:6]([CH2:7]Br)=[CH:5][CH:4]=1)#[N:2].[Cl:11][C:12]1[CH:13]=[C:14]([CH2:34][CH:35]2[CH2:40][CH2:39][NH:38][CH2:37][CH2:36]2)[CH:15]=[C:16]2[C:20]=1[C:19](=[O:21])[N:18]([CH2:22][C:23]1[CH:28]=[CH:27][C:26]([O:29][C:30]([F:33])([F:32])[F:31])=[CH:25][CH:24]=1)[CH2:17]2.C(=O)([O-])[O-].[K+].[K+].C(#N)C.